Dataset: PAMPA (Parallel Artificial Membrane Permeability Assay) permeability data from NCATS. Task: Regression/Classification. Given a drug SMILES string, predict its absorption, distribution, metabolism, or excretion properties. Task type varies by dataset: regression for continuous measurements (e.g., permeability, clearance, half-life) or binary classification for categorical outcomes (e.g., BBB penetration, CYP inhibition). Dataset: pampa_ncats. (1) The compound is CC1=NC2=C(S1)C=C(C=C2)NC(=O)C3=C(C=CC(=C3)S(=O)(=O)N(C)C4=CC=CC=C4)Cl. The result is 1 (high permeability). (2) The drug is CCOC(=O)C1=CN=C2N1C=C(C=C2)C3=CC(=CN=C3)NS(=O)(=O)C4=CC=CC=C4. The result is 1 (high permeability).